From a dataset of Catalyst prediction with 721,799 reactions and 888 catalyst types from USPTO. Predict which catalyst facilitates the given reaction. (1) Reactant: Cl.Cl.[CH2:3]([O:10][NH:11][C@H:12]1[CH2:17][NH:16][C@H:15]([C:18]([O:20]C)=[O:19])[CH2:14][CH2:13]1)[C:4]1[CH:9]=[CH:8][CH:7]=[CH:6][CH:5]=1.[OH-].[Na+].Cl.C(=O)([O-])[O-].[K+].[K+].[C:31](O[C:31]([O:33][C:34]([CH3:37])([CH3:36])[CH3:35])=[O:32])([O:33][C:34]([CH3:37])([CH3:36])[CH3:35])=[O:32]. Product: [CH2:3]([O:10][NH:11][C@H:12]1[CH2:17][N:16]([C:31]([O:33][C:34]([CH3:37])([CH3:36])[CH3:35])=[O:32])[C@H:15]([C:18]([OH:20])=[O:19])[CH2:14][CH2:13]1)[C:4]1[CH:5]=[CH:6][CH:7]=[CH:8][CH:9]=1. The catalyst class is: 127. (2) The catalyst class is: 31. Product: [C:1]([NH:5][C:6](=[O:18])[C:7]([C:9]1[CH:10]=[C:11]([C:15]([NH:24][C:23]2[CH:25]=[CH:26][C:27]([F:28])=[C:21]([C:19]#[N:20])[CH:22]=2)=[O:17])[N:12]([CH3:14])[CH:13]=1)=[O:8])([CH3:2])([CH3:3])[CH3:4]. Reactant: [C:1]([NH:5][C:6](=[O:18])[C:7]([C:9]1[CH:10]=[C:11]([C:15]([OH:17])=O)[N:12]([CH3:14])[CH:13]=1)=[O:8])([CH3:4])([CH3:3])[CH3:2].[C:19]([C:21]1[CH:22]=[C:23]([CH:25]=[CH:26][C:27]=1[F:28])[NH2:24])#[N:20].C(N(CC)C(C)C)(C)C.F[P-](F)(F)(F)(F)F.N1(OC(N(C)C)=[N+](C)C)C2N=CC=CC=2N=N1.